This data is from Catalyst prediction with 721,799 reactions and 888 catalyst types from USPTO. The task is: Predict which catalyst facilitates the given reaction. Product: [CH3:9][C:5]1([CH3:10])[CH2:6][NH:7][C@@H:3]([CH2:2][OH:1])[CH2:4]1. Reactant: [OH:1][CH2:2][C@@H:3]1[NH:7][C:6](=O)[C:5]([CH3:10])([CH3:9])[CH2:4]1.[H-].[Al+3].[Li+].[H-].[H-].[H-].O.[OH-].[Na+]. The catalyst class is: 1.